This data is from Forward reaction prediction with 1.9M reactions from USPTO patents (1976-2016). The task is: Predict the product of the given reaction. Given the reactants [N:1]([CH:4]([C@@H:10]([CH3:15])[C:11]([F:14])([F:13])[F:12])[C:5]([O:7][CH2:8][CH3:9])=[O:6])=[N+]=[N-].[H][H], predict the reaction product. The product is: [F:12][C:11]([F:13])([F:14])[C@H:10]([CH3:15])[C@@H:4]([C:5]([O:7][CH2:8][CH3:9])=[O:6])[NH2:1].